From a dataset of Forward reaction prediction with 1.9M reactions from USPTO patents (1976-2016). Predict the product of the given reaction. (1) Given the reactants [CH3:1][O:2][CH2:3][CH2:4][O:5][CH2:6][C:7]1[S:8][CH:9]=[C:10]([C:12](OCC)=[O:13])[N:11]=1.[H-].[Al+3].[Li+].[H-].[H-].[H-].O, predict the reaction product. The product is: [CH3:1][O:2][CH2:3][CH2:4][O:5][CH2:6][C:7]1[S:8][CH:9]=[C:10]([CH2:12][OH:13])[N:11]=1. (2) Given the reactants Br[C:2]1[CH:9]=[CH:8][C:5]([C:6]#[N:7])=[CH:4][CH:3]=1.C[O:11][C:12]1[CH:17]=[CH:16][N:15]=[CH:14][CH:13]=1.[CH:18]1[CH:23]=[CH:22][C:21]([CH2:24][O:25][C:26](Cl)=[O:27])=[CH:20][CH:19]=1, predict the reaction product. The product is: [C:6]([C:5]1[CH:8]=[CH:9][C:2]([CH:16]2[CH2:17][C:12](=[O:11])[CH:13]=[CH:14][N:15]2[C:26]([O:25][CH2:24][C:21]2[CH:22]=[CH:23][CH:18]=[CH:19][CH:20]=2)=[O:27])=[CH:3][CH:4]=1)#[N:7].